Dataset: Peptide-MHC class II binding affinity with 134,281 pairs from IEDB. Task: Regression. Given a peptide amino acid sequence and an MHC pseudo amino acid sequence, predict their binding affinity value. This is MHC class II binding data. (1) The peptide sequence is YDKFLANWSTVLTGK. The MHC is DRB1_1602 with pseudo-sequence DRB1_1602. The binding affinity (normalized) is 0.688. (2) The peptide sequence is NLADAVSKAPQLVPK. The MHC is HLA-DPA10103-DPB10401 with pseudo-sequence HLA-DPA10103-DPB10401. The binding affinity (normalized) is 0.162. (3) The peptide sequence is SYKICTDKMFFVKNP. The MHC is DRB1_1101 with pseudo-sequence DRB1_1101. The binding affinity (normalized) is 0.474. (4) The peptide sequence is NVWEVKSSKPLVGPF. The MHC is DRB1_0404 with pseudo-sequence DRB1_0404. The binding affinity (normalized) is 0.375. (5) The peptide sequence is GQKYFKGNFQRLAIT. The MHC is HLA-DQA10301-DQB10302 with pseudo-sequence HLA-DQA10301-DQB10302. The binding affinity (normalized) is 0.159. (6) The peptide sequence is RLFKAFILDGDNLFP. The MHC is DRB1_0901 with pseudo-sequence DRB1_0901. The binding affinity (normalized) is 0.309. (7) The peptide sequence is RQANFLGKIWPSSKGR. The MHC is DRB1_1101 with pseudo-sequence DRB1_1101. The binding affinity (normalized) is 0.349.